Dataset: Reaction yield outcomes from USPTO patents with 853,638 reactions. Task: Predict the reaction yield, written as a fraction of the theoretical maximum amount of product (1.0 means a 100% yield; for example, 0.34 means a 34% yield). (1) The reactants are [F:1][C:2]1[CH:3]=[C:4]([S:8]([C:11]2[N:15]([C:16]3[C:17]([F:22])=[N:18][CH:19]=[CH:20][CH:21]=3)[N:14]=[C:13]([CH2:23][N:24](C)[C:25](=O)OC(C)(C)C)[CH:12]=2)(=[O:10])=[O:9])[CH:5]=[CH:6][CH:7]=1.C(OCC)(=O)C.C(OCC)(=O)C.[ClH:45]. The catalyst is CC(O)C. The product is [ClH:45].[F:1][C:2]1[CH:3]=[C:4]([S:8]([C:11]2[N:15]([C:16]3[C:17]([F:22])=[N:18][CH:19]=[CH:20][CH:21]=3)[N:14]=[C:13]([CH2:23][NH:24][CH3:25])[CH:12]=2)(=[O:9])=[O:10])[CH:5]=[CH:6][CH:7]=1. The yield is 0.770. (2) The reactants are C[O:2][C:3]([C:5]1[CH:10]=[CH:9][C:8]([C:11]([O:13]C)=[O:12])=[CH:7][N:6]=1)=O.[Mg+2].[Br-].[Br-].[CH3:18][NH:19][CH3:20].[OH-].[Na+]. The catalyst is C1COCC1.CO.O. The product is [CH3:18][N:19]([CH3:20])[C:3]([C:5]1[CH:10]=[CH:9][C:8]([C:11]([OH:13])=[O:12])=[CH:7][N:6]=1)=[O:2]. The yield is 0.500. (3) The reactants are [C:1]([C:5]1[O:9][N:8]=[C:7]([NH:10][C:11](=[O:45])[NH:12][C:13]2[CH:14]=[C:15]([CH:42]=[CH:43][CH:44]=2)[O:16][C:17]2[C:26]3[C:21](=[CH:22][C:23]([O:29][C@H:30]4[CH2:34][CH2:33][N:32](C(OC(C)(C)C)=O)[CH2:31]4)=[C:24]([O:27][CH3:28])[CH:25]=3)[N:20]=[CH:19][N:18]=2)[CH:6]=1)([CH3:4])([CH3:3])[CH3:2].Cl. The catalyst is C(Cl)Cl.O1CCOCC1. The product is [C:1]([C:5]1[O:9][N:8]=[C:7]([NH:10][C:11]([NH:12][C:13]2[CH:44]=[CH:43][CH:42]=[C:15]([O:16][C:17]3[C:26]4[C:21](=[CH:22][C:23]([O:29][C@H:30]5[CH2:34][CH2:33][NH:32][CH2:31]5)=[C:24]([O:27][CH3:28])[CH:25]=4)[N:20]=[CH:19][N:18]=3)[CH:14]=2)=[O:45])[CH:6]=1)([CH3:4])([CH3:2])[CH3:3]. The yield is 0.770. (4) The reactants are [C:1]([O:5][C:6]([N:8]1[CH2:13][CH2:12][CH:11]([N:14]([C:20]2[CH:25]=[CH:24][C:23]([OH:26])=[CH:22][CH:21]=2)[CH2:15][CH2:16][CH:17]([CH3:19])[CH3:18])[CH2:10][CH2:9]1)=[O:7])([CH3:4])([CH3:3])[CH3:2].[H-].[Na+].CS(O[CH2:34][C:35]1[CH:40]=[CH:39][C:38]([F:41])=[CH:37][CH:36]=1)(=O)=O. The catalyst is CN(C=O)C.CCOC(C)=O. The product is [C:1]([O:5][C:6]([N:8]1[CH2:13][CH2:12][CH:11]([N:14]([C:20]2[CH:25]=[CH:24][C:23]([O:26][CH2:34][C:35]3[CH:40]=[CH:39][C:38]([F:41])=[CH:37][CH:36]=3)=[CH:22][CH:21]=2)[CH2:15][CH2:16][CH:17]([CH3:18])[CH3:19])[CH2:10][CH2:9]1)=[O:7])([CH3:3])([CH3:4])[CH3:2]. The yield is 0.910. (5) The reactants are [N+:1]([C:4]1[CH:12]=[CH:11][C:10]([N:13]2[CH2:18][CH2:17][CH2:16][CH2:15][CH2:14]2)=[CH:9][C:5]=1[C:6]([NH2:8])=[O:7])([O-])=O. The catalyst is CO.C(Cl)Cl.[Pd]. The product is [NH2:1][C:4]1[CH:12]=[CH:11][C:10]([N:13]2[CH2:18][CH2:17][CH2:16][CH2:15][CH2:14]2)=[CH:9][C:5]=1[C:6]([NH2:8])=[O:7]. The yield is 0.510. (6) The reactants are Br[C:2]1[C:3]([O:16][C:17]2[N:25]=[C:24]3[C:20]([N:21]([CH:26]4[CH2:31][CH2:30][CH2:29][CH2:28][O:27]4)[CH:22]=[N:23]3)=[CH:19][N:18]=2)=[C:4]2[C:9](=[CH:10][CH:11]=1)[N:8]([C:12](=[O:14])[CH3:13])[C@@H:7]([CH3:15])[CH2:6][CH2:5]2.C(=O)([O-])[O-].[K+].[K+].[CH:38]1([N:41]2[CH:45]=[C:44](B3OC(C)(C)C(C)(C)O3)[CH:43]=[N:42]2)[CH2:40][CH2:39]1.O1CCOCC1. The catalyst is C1C=CC(P(C2C=CC=CC=2)[C-]2C=CC=C2)=CC=1.C1C=CC(P(C2C=CC=CC=2)[C-]2C=CC=C2)=CC=1.Cl[Pd]Cl.[Fe+2].O. The product is [CH:38]1([N:41]2[CH:45]=[C:44]([C:2]3[C:3]([O:16][C:17]4[N:25]=[C:24]5[C:20]([N:21]([CH:26]6[CH2:31][CH2:30][CH2:29][CH2:28][O:27]6)[CH:22]=[N:23]5)=[CH:19][N:18]=4)=[C:4]4[C:9](=[CH:10][CH:11]=3)[N:8]([C:12](=[O:14])[CH3:13])[C@@H:7]([CH3:15])[CH2:6][CH2:5]4)[CH:43]=[N:42]2)[CH2:40][CH2:39]1. The yield is 0.710. (7) The reactants are Cl.[Br:2][C:3]1[S:7][C:6]2=[N:8][C:9]([NH2:11])=[CH:10][N:5]2[CH:4]=1.[C:12]([O:16][C:17]([NH:19][C@H:20]([C:31]1[CH:36]=[CH:35][CH:34]=[CH:33][CH:32]=1)[C:21]([N:23]1[CH2:27][CH2:26][CH2:25][C@H:24]1[C:28](O)=[O:29])=[O:22])=[O:18])([CH3:15])([CH3:14])[CH3:13].CN(C(ON1N=NC2C=CC=NC1=2)=[N+](C)C)C.F[P-](F)(F)(F)(F)F. The catalyst is CN(C)C=O. The product is [C:12]([O:16][C:17](=[O:18])[NH:19][C@@H:20]([C:31]1[CH:32]=[CH:33][CH:34]=[CH:35][CH:36]=1)[C:21]([N:23]1[CH2:27][CH2:26][CH2:25][C@@H:24]1[C:28](=[O:29])[NH:11][C:9]1[N:8]=[C:6]2[N:5]([CH:10]=1)[CH:4]=[C:3]([Br:2])[S:7]2)=[O:22])([CH3:15])([CH3:13])[CH3:14]. The yield is 0.180. (8) The reactants are O.NN.C([O:7][C@H:8]1[C@H:12]([O:13][C:14](=[O:21])[C:15]2[CH:20]=[CH:19][CH:18]=[CH:17][CH:16]=2)[C@H:11]([CH2:22][O:23][C:24](=[O:31])[C:25]2[CH:30]=[CH:29][CH:28]=[CH:27][CH:26]=2)[O:10][C@@H:9]1[N:32]1[CH:39]=[CH:38][C:36](=[O:37])[NH:35][C:33]1=[O:34])(=O)C.CC(C)=O. The catalyst is N1C=CC=CC=1.C(O)(=O)C. The product is [C:14]([O:13][C@@H:12]1[C@H:11]([CH2:22][O:23][C:24](=[O:31])[C:25]2[CH:30]=[CH:29][CH:28]=[CH:27][CH:26]=2)[O:10][C@H:9]([N:32]2[CH:39]=[CH:38][C:36](=[O:37])[NH:35][C:33]2=[O:34])[C@H:8]1[OH:7])(=[O:21])[C:15]1[CH:20]=[CH:19][CH:18]=[CH:17][CH:16]=1. The yield is 0.680. (9) The reactants are [NH2:1][C:2]1[CH:10]=[CH:9][CH:8]=[C:7]2[C:3]=1[CH:4]=[C:5]([CH3:17])[N:6]2[CH2:11][C:12]([O:14][CH2:15][CH3:16])=[O:13].[C:18](OC(=O)C)(=[O:20])[CH3:19].O. The catalyst is C(O)(=O)C. The product is [C:18]([NH:1][C:2]1[CH:10]=[CH:9][CH:8]=[C:7]2[C:3]=1[CH:4]=[C:5]([CH3:17])[N:6]2[CH2:11][C:12]([O:14][CH2:15][CH3:16])=[O:13])(=[O:20])[CH3:19]. The yield is 0.770.